From a dataset of Catalyst prediction with 721,799 reactions and 888 catalyst types from USPTO. Predict which catalyst facilitates the given reaction. (1) Reactant: [CH3:1][O:2][C:3]1[C:8]([N+:9]([O-:11])=[O:10])=[CH:7][CH:6]=[CH:5][C:4]=1B1OC(C)(C)C(C)(C)O1.Br[C:22]1[CH:23]=[C:24]([C:27]([OH:29])=[O:28])[S:25][CH:26]=1.C(=O)([O-])[O-].[Na+].[Na+].Cl. Product: [N+:9]([C:8]1[C:3]([O:2][CH3:1])=[C:4]([C:22]2[CH:23]=[C:24]([C:27]([OH:29])=[O:28])[S:25][CH:26]=2)[CH:5]=[CH:6][CH:7]=1)([O-:11])=[O:10]. The catalyst class is: 70. (2) Reactant: [C:1](#[N:10])[C:2]1[CH:7]=[CH:6][C:5]([O:8][CH3:9])=[CH:4][CH:3]=1.[NH2:11][OH:12]. Product: [OH:12]/[N:11]=[C:1](\[NH2:10])/[C:2]1[CH:7]=[CH:6][C:5]([O:8][CH3:9])=[CH:4][CH:3]=1. The catalyst class is: 8. (3) Reactant: [OH:1][CH2:2][CH:3]1[CH2:8][CH2:7][CH2:6][NH:5][C:4]1=[O:9].C(N(CC)CC)C.[CH3:17][S:18](Cl)(=[O:20])=[O:19]. Product: [CH3:17][S:18]([O:1][CH2:2][CH:3]1[CH2:8][CH2:7][CH2:6][NH:5][C:4]1=[O:9])(=[O:20])=[O:19]. The catalyst class is: 2. (4) Reactant: Cl[C:2]1[CH:7]=[CH:6][C:5]([CH2:8][OH:9])=[CH:4][C:3]=1[N+:10]([O-:12])=[O:11].[NH3:13]. Product: [NH2:13][C:2]1[CH:7]=[CH:6][C:5]([CH2:8][OH:9])=[CH:4][C:3]=1[N+:10]([O-:12])=[O:11]. The catalyst class is: 5. (5) Reactant: [O:1]=[C:2]1[N:7]2[CH:8]=[N:9][CH:10]=[C:6]2[CH2:5][CH2:4][NH:3]1.[H-].[Na+].I[CH2:14][CH3:15]. Product: [CH2:14]([N:3]1[CH2:4][CH2:5][C:6]2=[CH:10][N:9]=[CH:8][N:7]2[C:2]1=[O:1])[CH3:15]. The catalyst class is: 3.